The task is: Predict the reaction yield, written as a fraction of the theoretical maximum amount of product (1.0 means a 100% yield; for example, 0.34 means a 34% yield).. This data is from Reaction yield outcomes from USPTO patents with 853,638 reactions. (1) The reactants are [Br:1][CH2:2][CH2:3][CH2:4][CH2:5]Br.[CH3:7][CH:8]([CH2:12][CH2:13][CH2:14][CH:15]([CH3:17])[CH3:16])[CH2:9][CH2:10][OH:11].[OH-].[Na+]. The catalyst is [Br-].C([N+](CCCC)(CCCC)CCCC)CCC.CCCCCC.O. The product is [CH3:7][CH:8]([CH2:12][CH2:13][CH2:14][CH:15]([CH3:17])[CH3:16])[CH2:9][CH2:10][O:11][CH2:5][CH2:4][CH2:3][CH2:2][Br:1]. The yield is 0.680. (2) The product is [Cl:8][C:6]1[CH:7]=[C:2]([CH:3]=[C:4]([O:9][CH3:10])[CH:5]=1)[CH:14]=[O:15]. The catalyst is C1COCC1.BrCCBr. The yield is 0.540. The reactants are Cl[C:2]1[CH:3]=[C:4]([O:9][CH3:10])[CH:5]=[C:6]([Cl:8])[CH:7]=1.[Mg].CN(C)[CH:14]=[O:15].CCOC(C)=O. (3) The reactants are CN(C(ON1N=N[C:11]2[CH:12]=[CH:13][CH:14]=[N:15][C:10]1=2)=[N+](C)C)C.F[P-](F)(F)(F)(F)F.C(N(C(C)C)CC)(C)C.[C:34](O)(=[O:36])[CH3:35].[Cl:38][C:39]1[CH:40]=[C:41]([NH:53][C:54]2[C:63]3[C:58](=[CH:59][CH:60]=[CH:61][C:62]=3[O:64][CH2:65][CH2:66][NH:67][CH3:68])[N:57]=[CH:56][N:55]=2)[CH:42]=[CH:43][C:44]=1[O:45][CH2:46]C1C=CC=CN=1. The catalyst is C(Cl)Cl. The product is [Cl:38][C:39]1[CH:40]=[C:41]([CH:42]=[CH:43][C:44]=1[O:45][CH2:46][C:10]1[CH:11]=[CH:12][CH:13]=[CH:14][N:15]=1)[NH:53][C:54]1[C:63]2[C:58](=[CH:59][CH:60]=[CH:61][C:62]=2[O:64][CH2:65][CH2:66][N:67]([CH3:68])[C:34](=[O:36])[CH3:35])[N:57]=[CH:56][N:55]=1. The yield is 0.690. (4) The yield is 0.960. The product is [C:1]([O:5][C:6]([NH:8][CH2:9][C:10]1[S:11][CH:12]=[C:13]([C:15]([NH:17][C:18]([CH3:23])([CH3:22])[C:19]([NH:33][C@@H:34]([CH:49]([CH3:51])[CH3:50])[C:35]([O:37][C@H:38]([CH:47]=[CH2:48])[CH2:39][C:40]([O:42][C:43]([CH3:44])([CH3:45])[CH3:46])=[O:41])=[O:36])=[O:21])=[O:16])[N:14]=1)=[O:7])([CH3:2])([CH3:3])[CH3:4]. The catalyst is CN(C)C=O.CCOC(C)=O. The reactants are [C:1]([O:5][C:6]([NH:8][CH2:9][C:10]1[S:11][CH:12]=[C:13]([C:15]([NH:17][C:18]([CH3:23])([CH3:22])[C:19]([OH:21])=O)=[O:16])[N:14]=1)=[O:7])([CH3:4])([CH3:3])[CH3:2].C(N(C(C)C)CC)(C)C.[NH2:33][C@@H:34]([CH:49]([CH3:51])[CH3:50])[C:35]([O:37][C@H:38]([CH:47]=[CH2:48])[CH2:39][C:40]([O:42][C:43]([CH3:46])([CH3:45])[CH3:44])=[O:41])=[O:36].O. (5) The reactants are [CH2:1]([O:3][P:4]([CH:9]([P:43]([O:48][CH2:49][CH3:50])([O:45][CH2:46][CH3:47])=[O:44])[CH2:10][C:11]([N:13]1[CH2:18][CH2:17][N:16]([C:19]2[C:28]([O:29][CH3:30])=[C:27]3[C:22]([C:23](=[O:40])[C:24]([C:34]([O:36]CC=C)=[O:35])=[CH:25][N:26]3[CH:31]3[CH2:33][CH2:32]3)=[CH:21][C:20]=2[F:41])[CH2:15][CH:14]1[CH3:42])=[O:12])([O:6][CH2:7][CH3:8])=[O:5])[CH3:2].O.C1(C)C(S([O-])=O)=CC=CC=1.[Na+].Cl. The catalyst is C1COCC1.C1C=CC([P]([Pd]([P](C2C=CC=CC=2)(C2C=CC=CC=2)C2C=CC=CC=2)([P](C2C=CC=CC=2)(C2C=CC=CC=2)C2C=CC=CC=2)[P](C2C=CC=CC=2)(C2C=CC=CC=2)C2C=CC=CC=2)(C2C=CC=CC=2)C2C=CC=CC=2)=CC=1. The product is [CH2:7]([O:6][P:4]([CH:9]([P:43]([O:45][CH2:46][CH3:47])([O:48][CH2:49][CH3:50])=[O:44])[CH2:10][C:11]([N:13]1[CH2:18][CH2:17][N:16]([C:19]2[C:28]([O:29][CH3:30])=[C:27]3[C:22]([C:23](=[O:40])[C:24]([C:34]([OH:36])=[O:35])=[CH:25][N:26]3[CH:31]3[CH2:33][CH2:32]3)=[CH:21][C:20]=2[F:41])[CH2:15][CH:14]1[CH3:42])=[O:12])([O:3][CH2:1][CH3:2])=[O:5])[CH3:8]. The yield is 0.670. (6) The reactants are [CH:1]1([CH2:4][O:5][C:6]2[CH:7]=[CH:8][C:9]3[O:13][C:12]([CH:14]([NH:18][C:19]4[CH:24]=[CH:23][C:22]([C:25]([N:27]([CH3:35])[CH2:28][CH2:29][C:30]([O:32]CC)=[O:31])=[O:26])=[CH:21][CH:20]=4)[CH:15]([CH3:17])[CH3:16])=[C:11]([CH3:36])[C:10]=3[CH:37]=2)[CH2:3][CH2:2]1.[OH-].[Na+]. The catalyst is CCCCCC.C(O)C.C(O)C.O1CCCC1. The product is [CH:1]1([CH2:4][O:5][C:6]2[CH:7]=[CH:8][C:9]3[O:13][C:12]([CH:14]([NH:18][C:19]4[CH:20]=[CH:21][C:22]([C:25]([N:27]([CH3:35])[CH2:28][CH2:29][C:30]([OH:32])=[O:31])=[O:26])=[CH:23][CH:24]=4)[CH:15]([CH3:17])[CH3:16])=[C:11]([CH3:36])[C:10]=3[CH:37]=2)[CH2:2][CH2:3]1. The yield is 0.900. (7) The product is [CH3:1][O:2][C:3](=[O:14])[C:4]1[CH:9]=[C:8]([F:10])[CH:7]=[CH:6][C:5]=1[NH2:11]. The catalyst is CO.[Pd]. The yield is 0.880. The reactants are [CH3:1][O:2][C:3](=[O:14])[C:4]1[CH:9]=[C:8]([F:10])[CH:7]=[CH:6][C:5]=1[N+:11]([O-])=O. (8) The reactants are [CH3:1][C:2]1[O:6][N:5]=[C:4]([C:7]2[CH:12]=[CH:11][CH:10]=[CH:9][CH:8]=2)[C:3]=1[CH2:13][O:14][C:15]1[CH:23]=[CH:22][C:18]([C:19]([OH:21])=O)=[CH:17][N:16]=1.[NH2:24][CH2:25][CH2:26][CH2:27][OH:28]. No catalyst specified. The product is [OH:28][CH2:27][CH2:26][CH2:25][NH:24][C:19](=[O:21])[C:18]1[CH:22]=[CH:23][C:15]([O:14][CH2:13][C:3]2[C:4]([C:7]3[CH:8]=[CH:9][CH:10]=[CH:11][CH:12]=3)=[N:5][O:6][C:2]=2[CH3:1])=[N:16][CH:17]=1. The yield is 0.840. (9) The reactants are [H-].[Na+].[CH3:3][C:4]1[C:12]2[C:7](=[CH:8][CH:9]=[CH:10][CH:11]=2)[NH:6][CH:5]=1.I[CH3:14]. The catalyst is CN(C=O)C. The product is [CH3:14][N:6]1[C:7]2[C:12](=[CH:11][CH:10]=[CH:9][CH:8]=2)[C:4]([CH3:3])=[CH:5]1. The yield is 0.590. (10) The reactants are C(OC([NH:8][C:9]1[CH:10]=[N:11][CH:12]=[CH:13][C:14]=1[N:15]1[CH2:20][C@H:19]([CH3:21])[C@H:18]([C:22]#[N:23])[C@H:17]([NH:24][C:25](=[O:31])[O:26][C:27]([CH3:30])([CH3:29])[CH3:28])[CH2:16]1)=O)(C)(C)C.Cl.O1CCOCC1.CCN(C(C)C)C(C)C.C(ON1C(=O)CCC1=O)(OC(C)(C)C)=O. The catalyst is C(Cl)Cl. The product is [NH2:8][C:9]1[CH:10]=[N:11][CH:12]=[CH:13][C:14]=1[N:15]1[CH2:20][C@H:19]([CH3:21])[C@H:18]([C:22]#[N:23])[C@H:17]([NH:24][C:25](=[O:31])[O:26][C:27]([CH3:30])([CH3:29])[CH3:28])[CH2:16]1. The yield is 1.00.